The task is: Predict the reaction yield, written as a fraction of the theoretical maximum amount of product (1.0 means a 100% yield; for example, 0.34 means a 34% yield).. This data is from Reaction yield outcomes from USPTO patents with 853,638 reactions. (1) The reactants are [F:1][CH2:2][CH2:3][N:4]([CH3:12])[C:5]1[CH:10]=[CH:9][N:8]=[C:7]([NH2:11])[CH:6]=1.Br[CH2:14][C:15]([C:17]1[CH:22]=[CH:21][C:20]([N:23]([CH3:25])[CH3:24])=[CH:19][CH:18]=1)=O. No catalyst specified. The product is [CH3:24][N:23]([CH3:25])[C:20]1[CH:21]=[CH:22][C:17]([C:15]2[N:11]=[C:7]3[CH:6]=[C:5]([N:4]([CH2:3][CH2:2][F:1])[CH3:12])[CH:10]=[CH:9][N:8]3[CH:14]=2)=[CH:18][CH:19]=1. The yield is 0.280. (2) The reactants are [F:1][C:2]1([C:17]([OH:19])=O)[CH2:7][CH2:6][CH2:5][N:4]([C:8](=[O:16])[C:9]2[CH:14]=[CH:13][C:12]([F:15])=[CH:11][CH:10]=2)[CH2:3]1.O[NH:21][C:22]([C:24]1[NH:25][CH:26]=[CH:27][CH:28]=1)=[NH:23].C1C=CC2N(O)N=NC=2C=1.CCN=C=NCCCN(C)C.Cl.C(N(CC)CC)C. The catalyst is O1CCOCC1. The product is [F:15][C:12]1[CH:11]=[CH:10][C:9]([C:8]([N:4]2[CH2:5][CH2:6][CH2:7][C:2]([F:1])([C:17]3[O:19][N:23]=[C:22]([C:24]4[NH:25][CH:26]=[CH:27][CH:28]=4)[N:21]=3)[CH2:3]2)=[O:16])=[CH:14][CH:13]=1. The yield is 0.230. (3) The reactants are [CH3:1][O:2][C:3]1[CH:8]=[C:7]([C:9]([F:12])([F:11])[F:10])[CH:6]=[CH:5][C:4]=1[NH:13][C:14]1[CH:19]=[CH:18][C:17]([N+:20]([O-:22])=[O:21])=[CH:16][C:15]=1[OH:23].C(=O)([O-])[O-].[Cs+].[Cs+].CN(C=O)C.Cl[CH2:36][C:37](Cl)=[O:38]. The catalyst is CCOC(C)=O. The product is [CH3:1][O:2][C:3]1[CH:8]=[C:7]([C:9]([F:12])([F:11])[F:10])[CH:6]=[CH:5][C:4]=1[N:13]1[C:37](=[O:38])[CH2:36][O:23][C:15]2[CH:16]=[C:17]([N+:20]([O-:22])=[O:21])[CH:18]=[CH:19][C:14]1=2. The yield is 1.07.